This data is from hERG Central: cardiac toxicity at 1µM, 10µM, and general inhibition. The task is: Predict hERG channel inhibition at various concentrations. (1) The drug is CN(C)CCn1c2c(c(SCC(=O)Nc3ccc(C(F)(F)F)cc3)nc1=O)CCCC2. Results: hERG_inhib (hERG inhibition (general)): blocker. (2) The drug is CCCCN(CC)CCNC(=O)c1cc2c(C)nc3ccccc3c2o1. Results: hERG_inhib (hERG inhibition (general)): blocker. (3) The drug is COCc1cc(CN2CCN(Cc3ccsc3)C(CCO)C2)ccc1OC. Results: hERG_inhib (hERG inhibition (general)): blocker. (4) The compound is COC(=O)C1=C(C(=O)OC)[C@@H]2N(C)c3ccc(OC)cc3[C@@]23C[C@@H](C(=O)OC)N(C(=O)c2ccco2)C3=N1. Results: hERG_inhib (hERG inhibition (general)): blocker.